This data is from NCI-60 drug combinations with 297,098 pairs across 59 cell lines. The task is: Regression. Given two drug SMILES strings and cell line genomic features, predict the synergy score measuring deviation from expected non-interaction effect. (1) Drug 1: CCCS(=O)(=O)NC1=C(C(=C(C=C1)F)C(=O)C2=CNC3=C2C=C(C=N3)C4=CC=C(C=C4)Cl)F. Drug 2: C1=CC(=C2C(=C1NCCNCCO)C(=O)C3=C(C=CC(=C3C2=O)O)O)NCCNCCO. Cell line: TK-10. Synergy scores: CSS=38.1, Synergy_ZIP=5.47, Synergy_Bliss=7.94, Synergy_Loewe=0.457, Synergy_HSA=9.59. (2) Drug 1: CC1=C2C(C(=O)C3(C(CC4C(C3C(C(C2(C)C)(CC1OC(=O)C(C(C5=CC=CC=C5)NC(=O)OC(C)(C)C)O)O)OC(=O)C6=CC=CC=C6)(CO4)OC(=O)C)OC)C)OC. Drug 2: C1=CC=C(C=C1)NC(=O)CCCCCCC(=O)NO. Cell line: LOX IMVI. Synergy scores: CSS=45.7, Synergy_ZIP=-6.06, Synergy_Bliss=-4.38, Synergy_Loewe=-0.971, Synergy_HSA=0.678. (3) Drug 1: C1=C(C(=O)NC(=O)N1)N(CCCl)CCCl. Drug 2: C1=NC2=C(N=C(N=C2N1C3C(C(C(O3)CO)O)F)Cl)N. Cell line: SNB-19. Synergy scores: CSS=42.1, Synergy_ZIP=-4.50, Synergy_Bliss=-4.08, Synergy_Loewe=-5.02, Synergy_HSA=-0.252.